This data is from Full USPTO retrosynthesis dataset with 1.9M reactions from patents (1976-2016). The task is: Predict the reactants needed to synthesize the given product. (1) Given the product [NH2:21][C@@H:8]([CH2:7][CH:1]1[CH2:6][CH2:5][CH2:4][CH2:3][CH2:2]1)[CH2:9][N:10]1[C:11](=[O:20])[C:12]2[C:17](=[CH:16][CH:15]=[CH:14][CH:13]=2)[C:18]1=[O:19], predict the reactants needed to synthesize it. The reactants are: [CH:1]1([CH2:7][C@H:8]([NH:21]C(=O)OC(C)(C)C)[CH2:9][N:10]2[C:18](=[O:19])[C:17]3[C:12](=[CH:13][CH:14]=[CH:15][CH:16]=3)[C:11]2=[O:20])[CH2:6][CH2:5][CH2:4][CH2:3][CH2:2]1.O1CCOCC1.Cl. (2) Given the product [CH3:17][C:14]1[N:13]=[C:12]([N:18]2[CH:22]=[CH:21][N:20]=[N:19]2)[C:11]([C:9]([N:8]2[C@H:1]3[C@H:6]([CH2:5][CH2:4][N:3]([C:24]4[N:29]=[C:28]([CH3:30])[C:27]([CH3:31])=[C:26]([CH3:32])[N:25]=4)[CH2:2]3)[CH2:7]2)=[O:10])=[CH:16][CH:15]=1, predict the reactants needed to synthesize it. The reactants are: [C@H:1]12[N:8]([C:9]([C:11]3[C:12]([N:18]4[CH:22]=[CH:21][N:20]=[N:19]4)=[N:13][C:14]([CH3:17])=[CH:15][CH:16]=3)=[O:10])[CH2:7][C@H:6]1[CH2:5][CH2:4][NH:3][CH2:2]2.Cl[C:24]1[N:29]=[C:28]([CH3:30])[C:27]([CH3:31])=[C:26]([CH3:32])[N:25]=1.CCN(C(C)C)C(C)C. (3) Given the product [NH2:1][C:2]1[CH:10]=[CH:9][C:5]([C:6]([Cl:16])=[O:7])=[CH:4][C:3]=1[N+:11]([O-:13])=[O:12], predict the reactants needed to synthesize it. The reactants are: [NH2:1][C:2]1[CH:10]=[CH:9][C:5]([C:6](O)=[O:7])=[CH:4][C:3]=1[N+:11]([O-:13])=[O:12].S(Cl)([Cl:16])=O. (4) Given the product [F:9][C:10]([F:21])([F:20])[C:11]1[CH:16]=[CH:15][CH:14]=[CH:13][C:12]=1[C:2]1[N:7]=[CH:6][C:5]([NH2:8])=[CH:4][CH:3]=1, predict the reactants needed to synthesize it. The reactants are: Br[C:2]1[N:7]=[CH:6][C:5]([NH2:8])=[CH:4][CH:3]=1.[F:9][C:10]([F:21])([F:20])[C:11]1[CH:16]=[CH:15][CH:14]=[CH:13][C:12]=1B(O)O. (5) Given the product [N:51]1([C:36]2[C:37]3[N:42]=[N:41][N:40]([CH2:43][C:44]([O:46][C:47]([CH3:50])([CH3:49])[CH3:48])=[O:45])[C:38]=3[N:39]=[C:34]([C:14]3[CH:13]=[CH:12][C:11]([NH:8][C:9](=[O:10])[NH:1][C:2]4[CH:7]=[CH:6][N:5]=[CH:4][CH:3]=4)=[CH:16][CH:15]=3)[N:35]=2)[CH2:56][CH2:55][O:54][CH2:53][CH2:52]1, predict the reactants needed to synthesize it. The reactants are: [NH2:1][C:2]1[CH:7]=[CH:6][N:5]=[CH:4][CH:3]=1.[N:8]([C:11]1[CH:16]=[CH:15][C:14](B2OC(C)(C)C(C)(C)O2)=[CH:13][CH:12]=1)=[C:9]=[O:10].C(N(CC)CC)C.Cl[C:34]1[N:35]=[C:36]([N:51]2[CH2:56][CH2:55][O:54][CH2:53][CH2:52]2)[C:37]2[N:42]=[N:41][N:40]([CH2:43][C:44]([O:46][C:47]([CH3:50])([CH3:49])[CH3:48])=[O:45])[C:38]=2[N:39]=1.C([O-])([O-])=O.[Na+].[Na+].